From a dataset of Full USPTO retrosynthesis dataset with 1.9M reactions from patents (1976-2016). Predict the reactants needed to synthesize the given product. (1) Given the product [CH3:16][C:4]1[CH:5]=[C:6]2[C:10](=[C:2]([NH:1][S:22]([C:18]3[S:17][CH:21]=[CH:20][CH:19]=3)(=[O:24])=[O:23])[CH:3]=1)[NH:9][C:8]([C:11]([O:13][CH2:14][CH3:15])=[O:12])=[CH:7]2, predict the reactants needed to synthesize it. The reactants are: [NH2:1][C:2]1[CH:3]=[C:4]([CH3:16])[CH:5]=[C:6]2[C:10]=1[NH:9][C:8]([C:11]([O:13][CH2:14][CH3:15])=[O:12])=[CH:7]2.[S:17]1[CH:21]=[CH:20][CH:19]=[C:18]1[S:22](Cl)(=[O:24])=[O:23]. (2) Given the product [O:1]1[C:10]2[C:5](=[CH:6][C:7]([C:11]3[C:16]([CH:17]4[CH2:18][CH2:19]4)=[CH:15][C:14]([N+:20]([O-:22])=[O:21])=[C:13]([CH3:23])[C:12]=3[CH:24]([O:27][CH:28]3[CH2:29][CH2:30]3)[C:25]([O:46][CH3:44])=[O:26])=[CH:8][CH:9]=2)[CH2:4][CH2:3][CH2:2]1, predict the reactants needed to synthesize it. The reactants are: [O:1]1[C:10]2[C:5](=[CH:6][C:7]([C:11]3[C:16]([CH:17]4[CH2:19][CH2:18]4)=[CH:15][C:14]([N+:20]([O-:22])=[O:21])=[C:13]([CH3:23])[C:12]=3[CH:24]([O:27][CH:28]3[CH2:30][CH2:29]3)[CH2:25][OH:26])=[CH:8][CH:9]=2)[CH2:4][CH2:3][CH2:2]1.I(O)(=O)(=O)=O.Cl.C[Si](C=[N+]=[N-])(C)C.[CH2:44]([O:46]CC)C. (3) Given the product [CH3:1][O:2][C:3]1[C:4]([NH:15][C:16]([N:31]2[CH2:30][CH2:29][N:28]([C:23]3[CH:24]=[CH:25][CH:26]=[CH:27][C:22]=3[Cl:21])[CH2:33][CH2:32]2)=[O:20])=[N:5][C:6]2[C:11]([N:12]=1)=[CH:10][C:9]([O:13][CH3:14])=[CH:8][CH:7]=2, predict the reactants needed to synthesize it. The reactants are: [CH3:1][O:2][C:3]1[C:4]([NH:15][C:16](=[O:20])OCC)=[N:5][C:6]2[C:11]([N:12]=1)=[CH:10][C:9]([O:13][CH3:14])=[CH:8][CH:7]=2.[Cl:21][C:22]1[CH:27]=[CH:26][CH:25]=[CH:24][C:23]=1[N:28]1[CH2:33][CH2:32][NH:31][CH2:30][CH2:29]1. (4) Given the product [C:23]([O:27][C:28](=[O:40])[CH2:29][O:30][C:31]1[CH:36]=[CH:35][C:34]([Br:37])=[CH:33][C:32]=1[CH2:38][NH:1][C:2]1[CH:3]=[C:4]2[C:9](=[CH:10][CH:11]=1)[N:8]=[CH:7][C:6]([C:12]#[N:13])=[C:5]2[NH:14][C:15]1[CH:20]=[CH:19][C:18]([F:21])=[C:17]([Cl:22])[CH:16]=1)([CH3:26])([CH3:25])[CH3:24], predict the reactants needed to synthesize it. The reactants are: [NH2:1][C:2]1[CH:3]=[C:4]2[C:9](=[CH:10][CH:11]=1)[N:8]=[CH:7][C:6]([C:12]#[N:13])=[C:5]2[NH:14][C:15]1[CH:20]=[CH:19][C:18]([F:21])=[C:17]([Cl:22])[CH:16]=1.[C:23]([O:27][C:28](=[O:40])[CH2:29][O:30][C:31]1[CH:36]=[CH:35][C:34]([Br:37])=[CH:33][C:32]=1[CH:38]=O)([CH3:26])([CH3:25])[CH3:24].[BH3-]C#N.[Na+]. (5) Given the product [CH2:16]([O:18][C:19](=[O:23])[CH:20]([N:2]1[CH2:6][CH2:5][C@@H:4]([NH:7][C:8]([C:10]2[S:11][C:12]([Cl:15])=[CH:13][CH:14]=2)=[O:9])[CH2:3]1)[CH3:21])[CH3:17], predict the reactants needed to synthesize it. The reactants are: Cl.[NH:2]1[CH2:6][CH2:5][C@@H:4]([NH:7][C:8]([C:10]2[S:11][C:12]([Cl:15])=[CH:13][CH:14]=2)=[O:9])[CH2:3]1.[CH2:16]([O:18][C:19](=[O:23])[CH:20](Br)[CH3:21])[CH3:17]. (6) Given the product [Cl:1][C:2]1[N:6]2[CH:7]=[CH:8][CH:9]=[C:10]([CH3:11])[C:5]2=[N:4][C:3]=1[CH2:12][C@@H:13]1[CH2:18][CH2:17][CH2:16][CH2:15][NH:14]1, predict the reactants needed to synthesize it. The reactants are: [Cl:1][C:2]1[N:6]2[CH:7]=[CH:8][CH:9]=[C:10]([CH3:11])[C:5]2=[N:4][C:3]=1[CH2:12][C@@H:13]1[CH2:18][CH2:17][CH2:16][CH2:15][N:14]1C(OC(C)(C)C)=O.C(O)(C(F)(F)F)=O. (7) Given the product [Br:1][C:2]1[CH:3]=[C:4]2[C:9](=[C:10]([CH:16]=[O:18])[CH:11]=1)[O:8][C:7]([CH3:13])([CH3:12])[CH2:6][C:5]2([CH3:15])[CH3:14], predict the reactants needed to synthesize it. The reactants are: [Br:1][C:2]1[CH:3]=[C:4]2[C:9](=[CH:10][CH:11]=1)[O:8][C:7]([CH3:13])([CH3:12])[CH2:6][C:5]2([CH3:15])[CH3:14].[CH2:16]([O:18]CC)C. (8) Given the product [CH2:1]([O:3][C:4]1[N:5]([C:14]2[CH:15]=[CH:16][C:17]([O:20][CH2:21][C:22]([F:24])([F:25])[F:23])=[CH:18][CH:19]=2)[C:6](=[O:13])[C:7]2[CH2:12][C:11](=[O:28])[NH:10][C:8]=2[N:9]=1)[CH3:2], predict the reactants needed to synthesize it. The reactants are: [CH2:1]([O:3][C:4]1[N:5]([C:14]2[CH:19]=[CH:18][C:17]([O:20][CH2:21][C:22]([F:25])([F:24])[F:23])=[CH:16][CH:15]=2)[C:6](=[O:13])[C:7]2[CH:12]=[CH:11][NH:10][C:8]=2[N:9]=1)[CH3:2].C(O)(=[O:28])C.C(O)(=O)C.I(C1C=CC=CC=1)=O. (9) Given the product [CH3:1][N:2]1[CH2:7][CH2:6][CH:5]([C:8]2[CH:9]=[CH:10][C:11]([NH2:14])=[CH:12][CH:13]=2)[CH2:4][CH2:3]1, predict the reactants needed to synthesize it. The reactants are: [CH3:1][N:2]1[CH2:7][CH2:6][CH:5]([C:8]2[CH:13]=[CH:12][C:11]([N+:14]([O-])=O)=[CH:10][CH:9]=2)[CH2:4][CH2:3]1.[H][H].